From a dataset of Forward reaction prediction with 1.9M reactions from USPTO patents (1976-2016). Predict the product of the given reaction. (1) Given the reactants [CH3:1][C:2]1([C:8]2[CH:13]=[C:12]([Br:14])[CH:11]=[CH:10][C:9]=2[OH:15])[CH2:7][CH2:6][CH2:5][CH2:4][CH2:3]1.[C:16]([O-])([O-])=O.[K+].[K+].COS(OC)(=O)=O.CCO, predict the reaction product. The product is: [CH3:1][C:2]1([C:8]2[CH:13]=[C:12]([Br:14])[CH:11]=[CH:10][C:9]=2[O:15][CH3:16])[CH2:3][CH2:4][CH2:5][CH2:6][CH2:7]1. (2) The product is: [Si:36]([O:37][CH2:38][C:39]([C:29]1[S:30][C:26]([C:24]2[CH:23]=[C:22]([F:31])[CH:21]=[C:20]([NH:19][C:14]3[N:13]=[C:12]([CH:9]4[CH2:11][CH2:10]4)[C:17]([F:18])=[CH:16][N:15]=3)[CH:25]=2)=[CH:27][N:28]=1)([OH:40])[CH3:41])([C:32]([CH3:35])([CH3:34])[CH3:33])([CH3:43])[CH3:42]. Given the reactants [Li+].CC([N-]C(C)C)C.[CH:9]1([C:12]2[C:17]([F:18])=[CH:16][N:15]=[C:14]([NH:19][C:20]3[CH:25]=[C:24]([C:26]4[S:30][CH:29]=[N:28][CH:27]=4)[CH:23]=[C:22]([F:31])[CH:21]=3)[N:13]=2)[CH2:11][CH2:10]1.[C:32]([Si:36]([CH3:43])([CH3:42])[O:37][CH2:38][C:39]([CH3:41])=[O:40])([CH3:35])([CH3:34])[CH3:33], predict the reaction product.